Predict the reactants needed to synthesize the given product. From a dataset of Full USPTO retrosynthesis dataset with 1.9M reactions from patents (1976-2016). (1) Given the product [OH:41][CH:40]([C:42]1[CH:47]=[CH:46][CH:45]=[CH:44][CH:43]=1)[CH2:39][NH:38][C:3]([C:5]1[N:14]2[C:8]([CH2:9][N:10]([C:19]([C:21]3[CH:26]=[CH:25][C:24]([C:27]4[CH:32]=[CH:31][CH:30]=[CH:29][C:28]=4[CH3:33])=[C:23]([O:34][CH3:35])[CH:22]=3)=[O:20])[C:11]3[CH:18]=[CH:17][CH:16]=[CH:15][C:12]=3[CH2:13]2)=[CH:7][CH:6]=1)=[O:4], predict the reactants needed to synthesize it. The reactants are: ClC(Cl)(Cl)[C:3]([C:5]1[N:14]2[C:8]([CH2:9][N:10]([C:19]([C:21]3[CH:26]=[CH:25][C:24]([C:27]4[CH:32]=[CH:31][CH:30]=[CH:29][C:28]=4[CH3:33])=[C:23]([O:34][CH3:35])[CH:22]=3)=[O:20])[C:11]3[CH:18]=[CH:17][CH:16]=[CH:15][C:12]=3[CH2:13]2)=[CH:7][CH:6]=1)=[O:4].[NH2:38][CH2:39][CH:40]([C:42]1[CH:47]=[CH:46][CH:45]=[CH:44][CH:43]=1)[OH:41]. (2) Given the product [Cl:16][C:6]1[CH:5]=[C:4]([C:3]([O:2][CH3:1])=[O:17])[CH:12]=[C:11]([N+:13]([O-:15])=[O:14])[C:7]=1[C:8]([O:10][CH3:20])=[O:9], predict the reactants needed to synthesize it. The reactants are: [CH3:1][O:2][C:3](=[O:17])[C:4]1[CH:12]=[C:11]([N+:13]([O-:15])=[O:14])[C:7]([C:8]([OH:10])=[O:9])=[C:6]([Cl:16])[CH:5]=1.[N+](=[CH2:20])=[N-].